Dataset: Reaction yield outcomes from USPTO patents with 853,638 reactions. Task: Predict the reaction yield, written as a fraction of the theoretical maximum amount of product (1.0 means a 100% yield; for example, 0.34 means a 34% yield). (1) The reactants are [CH:1]1([O:6][C:7]2[CH:8]=[C:9]([CH:15]([N:20]3[C:28](=[O:29])[C:27]4[C:22](=[CH:23][CH:24]=[CH:25][C:26]=4[NH:30][C:31](=[O:33])[CH3:32])[C:21]3=[O:34])[CH2:16][CH:17]([OH:19])[CH3:18])[CH:10]=[CH:11][C:12]=2[O:13][CH3:14])[CH2:5][CH2:4][CH2:3][CH2:2]1.[Cr](Cl)([O-])(=O)=O.[NH+]1C=CC=CC=1. The catalyst is C(Cl)Cl. The product is [CH:1]1([O:6][C:7]2[CH:8]=[C:9]([CH:15]([N:20]3[C:28](=[O:29])[C:27]4[C:22](=[CH:23][CH:24]=[CH:25][C:26]=4[NH:30][C:31](=[O:33])[CH3:32])[C:21]3=[O:34])[CH2:16][C:17](=[O:19])[CH3:18])[CH:10]=[CH:11][C:12]=2[O:13][CH3:14])[CH2:2][CH2:3][CH2:4][CH2:5]1. The yield is 0.850. (2) The reactants are [F:1][C:2]1[CH:7]=[CH:6][CH:5]=[C:4]([F:8])[C:3]=1[OH:9].[C:10](=O)([O-])[O-].[K+].[K+].CI. The catalyst is CC(C)=O. The product is [F:1][C:2]1[CH:7]=[CH:6][CH:5]=[C:4]([F:8])[C:3]=1[O:9][CH3:10]. The yield is 0.779. (3) No catalyst specified. The product is [NH2:29][C:30]1[N:35]=[CH:34][C:33](/[CH:36]=[CH:37]/[C:38]([N:12]([CH2:11][C:4]2[C:3]3[C:7](=[CH:8][CH:9]=[CH:10][C:2]=3[F:1])[NH:6][CH:5]=2)[CH3:13])=[O:40])=[CH:32][CH:31]=1. The reactants are [F:1][C:2]1[CH:10]=[CH:9][CH:8]=[C:7]2[C:3]=1[C:4]([CH2:11][NH:12][CH3:13])=[CH:5][NH:6]2.CNCC1C2C=CC=CC=2N2CCCC=12.[NH2:29][C:30]1[N:35]=[CH:34][C:33](/[CH:36]=[CH:37]/[C:38]([OH:40])=O)=[CH:32][CH:31]=1.Cl.O=C1NC2N=CC(/C=C/C(O)=O)=CC=2CC1. The yield is 0.360.